This data is from Reaction yield outcomes from USPTO patents with 853,638 reactions. The task is: Predict the reaction yield, written as a fraction of the theoretical maximum amount of product (1.0 means a 100% yield; for example, 0.34 means a 34% yield). (1) The reactants are [C:1]([O:5][C:6]([NH:8][C:9]12[CH2:16][C:13]([C:17](OC)=[O:18])([CH2:14][CH2:15]1)[CH2:12][CH2:11][CH2:10]2)=[O:7])([CH3:4])([CH3:3])[CH3:2].[Li+].[BH4-]. The catalyst is C1COCC1. The product is [OH:18][CH2:17][C:13]12[CH2:16][C:9]([NH:8][C:6](=[O:7])[O:5][C:1]([CH3:3])([CH3:2])[CH3:4])([CH2:15][CH2:14]1)[CH2:10][CH2:11][CH2:12]2. The yield is 0.900. (2) The reactants are [F:1][C:2]1[CH:7]=[CH:6][C:5]([CH:8]2[C:17]([CH3:19])([CH3:18])[CH2:16][C:15]3[C:10](=[CH:11][CH:12]=[C:13]([C:20]([O:22][CH3:23])=[O:21])[CH:14]=3)[NH:9]2)=[CH:4][C:3]=1[N+:24]([O-])=O.C(N(CC)C(C)C)(C)C.[C:36](Cl)(=[O:40])[CH:37]([CH3:39])[CH3:38]. The catalyst is ClCCl. The product is [CH3:23][O:22][C:20]([C:13]1[CH:14]=[C:15]2[C:10](=[CH:11][CH:12]=1)[NH:9][CH:8]([C:5]1[CH:6]=[CH:7][C:2]([F:1])=[C:3]([NH:24][C:36](=[O:40])[CH:37]([CH3:39])[CH3:38])[CH:4]=1)[C:17]([CH3:19])([CH3:18])[CH2:16]2)=[O:21]. The yield is 0.970. (3) The reactants are [C:1]([C:3]([C:15]#[N:16])=[CH:4][C:5]1[CH:6]=[CH:7][C:8]([OH:14])=[C:9]([CH:13]=1)[C:10]([OH:12])=O)#[N:2].[F:17][C:18]([F:31])([F:30])[C:19]1[CH:20]=[C:21]([CH:23]=[C:24]([C:26]([F:29])([F:28])[F:27])[CH:25]=1)[NH2:22]. No catalyst specified. The product is [F:17][C:18]([F:30])([F:31])[C:19]1[CH:20]=[C:21]([NH:22][C:10](=[O:12])[C:9]2[CH:13]=[C:5]([CH:4]=[C:3]([C:1]#[N:2])[C:15]#[N:16])[CH:6]=[CH:7][C:8]=2[OH:14])[CH:23]=[C:24]([C:26]([F:27])([F:29])[F:28])[CH:25]=1. The yield is 0.0910. (4) The reactants are Cl.[CH3:2][NH:3][O:4][CH3:5].[CH3:6][O:7][C:8]1[CH:16]=[C:12]([C:13]([OH:15])=O)[C:11]([OH:17])=[CH:10][CH:9]=1.Cl.C(N=C=NCCCN(C)C)C.ON1C2C=CC=CC=2N=N1. The catalyst is C(OCC)(=O)C.C(N(CC)CC)C.CN(C)C=O. The product is [OH:17][C:11]1[CH:10]=[CH:9][C:8]([O:7][CH3:6])=[CH:16][C:12]=1[C:13]([N:3]([O:4][CH3:5])[CH3:2])=[O:15]. The yield is 0.770. (5) The reactants are [Br:1][C:2]1[CH:3]=[N:4][C:5]2[CH2:6][CH2:7][NH:8][CH2:9][C:10]=2[CH:11]=1.C1COCC1.[C:17]([O:21][C:22](O[C:22]([O:21][C:17]([CH3:20])([CH3:19])[CH3:18])=[O:23])=[O:23])([CH3:20])([CH3:19])[CH3:18]. The catalyst is CN(C1C=CN=CC=1)C. The product is [Br:1][C:2]1[CH:3]=[N:4][C:5]2[CH2:6][CH2:7][N:8]([C:22]([O:21][C:17]([CH3:20])([CH3:19])[CH3:18])=[O:23])[CH2:9][C:10]=2[CH:11]=1. The yield is 0.975. (6) The reactants are [C:1]([O:5][C:6](=[O:43])[NH:7][C:8]([C:10]1[S:11][C:12]([S:41][CH3:42])=[C:13]([S:15]([C:18]2[CH:39]=[C:38]([Br:40])[C:21]3[N:22]=[CH:23][N:24]([CH2:25][C:26]4[CH:31]=[C:30]([NH:32][C:33](=[O:36])CBr)[CH:29]=[CH:28][C:27]=4[F:37])[C:20]=3[CH:19]=2)(=[O:17])=[O:16])[CH:14]=1)=[NH:9])([CH3:4])([CH3:3])[CH3:2].[SH:44][CH2:45][CH2:46][C:47]([O:49][CH3:50])=[O:48].[CH2:51](Cl)Cl. No catalyst specified. The product is [CH3:50][O:49][C:47](=[O:48])[CH2:46][CH2:45][SH:44]([C:33](=[O:36])[NH:32][C:30]1[CH:29]=[CH:28][C:27]([F:37])=[C:26]([CH2:25][N:24]2[C:20]3[CH:19]=[C:18]([S:15]([C:13]4[CH:14]=[C:10]([C:8]([NH:7][C:6]([O:5][C:1]([CH3:4])([CH3:3])[CH3:2])=[O:43])=[NH:9])[S:11][C:12]=4[S:41][CH3:42])(=[O:16])=[O:17])[CH:39]=[C:38]([Br:40])[C:21]=3[N:22]=[CH:23]2)[CH:31]=1)[CH3:51]. The yield is 0.850. (7) The reactants are [CH:1]1([CH2:4][O:5][CH:6]2[CH2:11][CH2:10][NH:9][CH2:8][CH2:7]2)[CH2:3][CH2:2]1.Cl[CH2:13][CH2:14][CH2:15][N:16]1[C:21]2[C:22]([F:27])=[C:23]([F:26])[CH:24]=[CH:25][C:20]=2[O:19][CH2:18][C:17]1=[O:28].C([O-])([O-])=O.[K+].[K+]. No catalyst specified. The product is [CH:1]1([CH2:4][O:5][CH:6]2[CH2:11][CH2:10][N:9]([CH2:13][CH2:14][CH2:15][N:16]3[C:21]4[C:22]([F:27])=[C:23]([F:26])[CH:24]=[CH:25][C:20]=4[O:19][CH2:18][C:17]3=[O:28])[CH2:8][CH2:7]2)[CH2:2][CH2:3]1. The yield is 0.540. (8) The reactants are [F:1][C:2]([F:11])([F:10])[C:3]1[CH:8]=[CH:7][CH:6]=[CH:5][C:4]=1[OH:9].C1N2CN3CN(C2)CN1C3.FC(F)(F)[C:24](O)=[O:25]. No catalyst specified. The product is [OH:9][C:4]1[CH:5]=[CH:6][C:7]([CH:24]=[O:25])=[CH:8][C:3]=1[C:2]([F:10])([F:11])[F:1]. The yield is 0.360. (9) The reactants are Cl.C(O[N:5]=[CH:6][C:7]1[CH:8]=[C:9]2[C:13](=[CH:14][CH:15]=1)[NH:12][N:11]=[C:10]2[C:16]1[CH:17]=[C:18]([NH:22][C:23](=[O:32])[C@H:24]([OH:31])[C:25]2[CH:30]=[CH:29][CH:28]=[CH:27][CH:26]=2)[CH:19]=[CH:20][CH:21]=1)C.[NH2:33][NH:34][C:35](=O)[CH2:36][N:37]([CH3:39])[CH3:38].C[O-].[Na+]. The catalyst is CO. The product is [CH3:38][N:37]([CH2:36][C:35]1[NH:34][N:33]=[C:6]([C:7]2[CH:8]=[C:9]3[C:13](=[CH:14][CH:15]=2)[NH:12][N:11]=[C:10]3[C:16]2[CH:17]=[C:18]([NH:22][C:23](=[O:32])[C@H:24]([OH:31])[C:25]3[CH:26]=[CH:27][CH:28]=[CH:29][CH:30]=3)[CH:19]=[CH:20][CH:21]=2)[N:5]=1)[CH3:39]. The yield is 0.0900.